From a dataset of Full USPTO retrosynthesis dataset with 1.9M reactions from patents (1976-2016). Predict the reactants needed to synthesize the given product. (1) Given the product [CH2:1]([O:4][C:5]1[CH:10]=[C:9]([F:11])[C:8]([F:12])=[C:7]([NH:13][C:14]2[CH:19]=[CH:18][C:17]([I:20])=[CH:16][C:15]=2[Cl:21])[C:6]=1[NH2:22])[CH:2]=[CH2:3], predict the reactants needed to synthesize it. The reactants are: [CH2:1]([O:4][C:5]1[C:6]([N+:22]([O-])=O)=[C:7]([NH:13][C:14]2[CH:19]=[CH:18][C:17]([I:20])=[CH:16][C:15]=2[Cl:21])[C:8]([F:12])=[C:9]([F:11])[CH:10]=1)[CH:2]=[CH2:3].[O-]S(S([O-])=O)=O.[Na+].[Na+]. (2) Given the product [NH2:14][C:12]1[C:11](=[O:17])[N:10]([CH2:18][C:19]([O:21][CH3:22])=[O:20])[C:9](=[O:23])[N:8]([CH2:1][C:2]2[CH:7]=[CH:6][CH:5]=[CH:4][CH:3]=2)[CH:13]=1, predict the reactants needed to synthesize it. The reactants are: [CH2:1]([N:8]1[CH:13]=[C:12]([N+:14]([O-])=O)[C:11](=[O:17])[N:10]([CH2:18][C:19]([O:21][CH3:22])=[O:20])[C:9]1=[O:23])[C:2]1[CH:7]=[CH:6][CH:5]=[CH:4][CH:3]=1.[H][H]. (3) Given the product [C:4]([NH:19][CH2:20][C:21]([OH:23])=[O:22])(=[NH:9])[CH2:5][CH2:6][CH2:7][CH3:8], predict the reactants needed to synthesize it. The reactants are: Cl.CO[C:4](=[NH:9])[CH2:5][CH2:6][CH2:7][CH3:8].[OH-].[K+].C(=N)([O-])CCCC.[NH2:19][CH2:20][C:21]([OH:23])=[O:22]. (4) Given the product [CH2:32]([O:31][C@H:12]1[C@H:13]([O:23][CH2:24][C:25]2[CH:30]=[CH:29][CH:28]=[CH:27][CH:26]=2)[C@@H:14]([O:15][CH2:16][C:17]2[CH:18]=[CH:19][CH:20]=[CH:21][CH:22]=2)[C@H:9]([O:8][CH2:1][C:2]2[CH:3]=[CH:4][CH:5]=[CH:6][CH:7]=2)[O:10][C@@H:11]1[CH2:39][OH:40])[C:33]1[CH:38]=[CH:37][CH:36]=[CH:35][CH:34]=1, predict the reactants needed to synthesize it. The reactants are: [CH2:1]([O:8][C@H:9]1[C@H:14]([O:15][CH2:16][C:17]2[CH:22]=[CH:21][CH:20]=[CH:19][CH:18]=2)[C@@H:13]([O:23][CH2:24][C:25]2[CH:30]=[CH:29][CH:28]=[CH:27][CH:26]=2)[C@H:12]([O:31][CH2:32][C:33]2[CH:38]=[CH:37][CH:36]=[CH:35][CH:34]=2)[C@@H:11]([CH2:39][O:40]C(C2C=CC=CC=2)(C2C=CC=CC=2)C2C=CC=CC=2)[O:10]1)[C:2]1[CH:7]=[CH:6][CH:5]=[CH:4][CH:3]=1.O.C(Cl)Cl.FC(F)(F)C(O)=O. (5) Given the product [CH3:8][C:6]1([CH3:7])[C:2]([CH3:18])([CH3:1])[O:3][B:4]([C:9]2[CH:10]=[C:11]3[CH:17]=[CH:16][N:15]([CH2:22][O:23][CH2:24][CH2:25][Si:26]([CH3:29])([CH3:28])[CH3:27])[C:12]3=[N:13][CH:14]=2)[O:5]1, predict the reactants needed to synthesize it. The reactants are: [CH3:1][C:2]1([CH3:18])[C:6]([CH3:8])([CH3:7])[O:5][B:4]([C:9]2[CH:10]=[C:11]3[CH:17]=[CH:16][NH:15][C:12]3=[N:13][CH:14]=2)[O:3]1.[H-].[Na+].Cl[CH2:22][O:23][CH2:24][CH2:25][Si:26]([CH3:29])([CH3:28])[CH3:27].Cl. (6) Given the product [Cl:1][C:2]1[CH:3]=[C:4]([C:9]2([C:10]#[N:11])[CH2:17][CH2:16][O:15][CH2:14][CH2:13]2)[CH:5]=[CH:6][C:7]=1[Cl:8], predict the reactants needed to synthesize it. The reactants are: [Cl:1][C:2]1[CH:3]=[C:4]([CH2:9][C:10]#[N:11])[CH:5]=[CH:6][C:7]=1[Cl:8].Br[CH2:13][CH2:14][O:15][CH2:16][CH2:17]Br.[H-].[Na+]. (7) Given the product [C:1]([C:3]1[CH:8]=[CH:7][C:6]([C:13]2[CH:18]=[CH:17][CH:16]=[C:15]([N:19]([CH2:23][C:24]3[CH:36]=[CH:35][C:27]([O:28][CH2:29][C:30]([OH:32])=[O:31])=[C:26]([CH3:37])[CH:25]=3)[CH2:20][CH2:21][CH3:22])[C:14]=2[CH3:38])=[CH:5][CH:4]=1)#[N:2], predict the reactants needed to synthesize it. The reactants are: [C:1]([C:3]1[CH:8]=[CH:7][C:6](B(O)O)=[CH:5][CH:4]=1)#[N:2].Br[C:13]1[C:14]([CH3:38])=[C:15]([N:19]([CH2:23][C:24]2[CH:36]=[CH:35][C:27]([O:28][CH2:29][C:30]([O:32]CC)=[O:31])=[C:26]([CH3:37])[CH:25]=2)[CH2:20][CH2:21][CH3:22])[CH:16]=[CH:17][CH:18]=1.